From a dataset of Catalyst prediction with 721,799 reactions and 888 catalyst types from USPTO. Predict which catalyst facilitates the given reaction. (1) Reactant: C([N:8]([C:20](=[O:54])[CH2:21][CH2:22][C:23]1[C:28]([CH3:29])=[C:27]([O:30][CH2:31][CH2:32][CH2:33][CH2:34][CH:35]([P:42]([CH2:46][CH3:47])([CH2:44][CH3:45])=[O:43])[P:36]([CH2:40][CH3:41])([CH2:38][CH3:39])=[O:37])[C:26]([CH3:48])=[CH:25][C:24]=1[O:49][C:50](=[O:53])[CH2:51][CH3:52])[C@H:9]([C:17]([OH:19])=[O:18])[CH2:10][C:11]1[CH:16]=[CH:15][CH:14]=[CH:13][CH:12]=1)C1C=CC=CC=1.C(O)(C(F)(F)F)=O. Product: [C:50]([O:49][C:24]1[CH:25]=[C:26]([CH3:48])[C:27]([O:30][CH2:31][CH2:32][CH2:33][CH2:34][CH:35]([P:36]([CH2:38][CH3:39])([CH2:40][CH3:41])=[O:37])[P:42]([CH2:44][CH3:45])([CH2:46][CH3:47])=[O:43])=[C:28]([CH3:29])[C:23]=1[CH2:22][CH2:21][C:20]([NH:8][C@H:9]([C:17]([OH:19])=[O:18])[CH2:10][C:11]1[CH:16]=[CH:15][CH:14]=[CH:13][CH:12]=1)=[O:54])(=[O:53])[CH2:51][CH3:52]. The catalyst class is: 2. (2) Reactant: [Cl:1][C:2]1[C:7]([O:8][CH3:9])=[CH:6][C:5]([O:10][CH3:11])=[C:4]([Cl:12])[C:3]=1[C:13]1[C:24](=[O:25])[N:23]([CH2:26][CH2:27][N:28]([CH:35]2[CH2:38][N:37](C(OC(C)(C)C)=O)[CH2:36]2)[C:29](=[O:34])[C:30]([F:33])([F:32])[F:31])[C:16]2[N:17]=[C:18]([NH:21][CH3:22])[N:19]=[CH:20][C:15]=2[CH:14]=1.C(O)(C(F)(F)F)=O. Product: [NH:37]1[CH2:36][CH:35]([N:28]([CH2:27][CH2:26][N:23]2[C:16]3[N:17]=[C:18]([NH:21][CH3:22])[N:19]=[CH:20][C:15]=3[CH:14]=[C:13]([C:3]3[C:2]([Cl:1])=[C:7]([O:8][CH3:9])[CH:6]=[C:5]([O:10][CH3:11])[C:4]=3[Cl:12])[C:24]2=[O:25])[C:29](=[O:34])[C:30]([F:31])([F:33])[F:32])[CH2:38]1. The catalyst class is: 2. (3) Reactant: C[C:2]1(C)[O:6][C:5](=[CH:7][C:8]([N:10]([CH2:13][C:14]2[CH:19]=[CH:18][C:17]([F:20])=[C:16]([CH3:21])[CH:15]=2)[O:11][CH3:12])=[O:9])[C:4](=[O:22])[O:3]1. Product: [CH3:2][O:3][C:4](=[O:22])[C:5]([OH:6])=[CH:7][C:8](=[O:9])[N:10]([CH2:13][C:14]1[CH:19]=[CH:18][C:17]([F:20])=[C:16]([CH3:21])[CH:15]=1)[O:11][CH3:12]. The catalyst class is: 5. (4) Reactant: C([N:4]1[C:12]2[C:7](=[CH:8][CH:9]=[C:10]([N:13]3[C:17](=[O:18])[C:16]([CH3:20])([CH3:19])[N:15]([CH2:21][C:22]4[C:31]5[C:26](=[CH:27][CH:28]=[CH:29][CH:30]=5)[N:25]=[CH:24][CH:23]=4)[C:14]3=[O:32])[CH:11]=2)[C:6]([CH3:34])([CH3:33])[CH2:5]1)(=O)C.Cl. Product: [CH3:33][C:6]1([CH3:34])[C:7]2[C:12](=[CH:11][C:10]([N:13]3[C:17](=[O:18])[C:16]([CH3:19])([CH3:20])[N:15]([CH2:21][C:22]4[C:31]5[C:26](=[CH:27][CH:28]=[CH:29][CH:30]=5)[N:25]=[CH:24][CH:23]=4)[C:14]3=[O:32])=[CH:9][CH:8]=2)[NH:4][CH2:5]1. The catalyst class is: 6. (5) Reactant: [CH:1]([N:4]1[CH:8]=[CH:7][C:6]([C:9]2[S:10][CH:11]=[CH:12][CH:13]=2)=[N:5]1)([CH3:3])[CH3:2].[I:14]N1C(=O)CCC1=O.S([O-])([O-])(=O)=S.[Na+].[Na+].C(=O)([O-])[O-].[Na+].[Na+]. Product: [I:14][C:7]1[C:6]([C:9]2[S:10][CH:11]=[CH:12][CH:13]=2)=[N:5][N:4]([CH:1]([CH3:3])[CH3:2])[CH:8]=1. The catalyst class is: 9. (6) Reactant: [NH2:1][CH2:2][CH:3]([NH:14]C(=O)OC(C)(C)C)[C:4]1[CH:9]=[CH:8][CH:7]=[C:6]([C:10]([F:13])([F:12])[F:11])[CH:5]=1.C(N(CC)[CH:26]([CH3:28])[CH3:27])(C)C.Cl[C:32]([O:34][CH2:35][CH2:36][Br:37])=[O:33].[C:38](=[O:41])([O-])[OH:39].[Na+].[C:43](#N)C. Product: [F:13][C:10]([F:11])([F:12])[C:6]1[CH:5]=[C:4]([CH:3]([NH:14][C:32](=[O:33])[O:34][CH2:35][CH2:36][Br:37])[CH2:2][NH:1][C:38](=[O:41])[O:39][C:26]([CH3:28])([CH3:43])[CH3:27])[CH:9]=[CH:8][CH:7]=1. The catalyst class is: 13. (7) Reactant: [CH2:1]([C:3]1[CH:4]=[C:5]([C:12]2([C:18]3[CH:23]=[CH:22][CH:21]=[CH:20][CH:19]=3)[O:17][CH2:16][CH2:15][CH2:14][O:13]2)[CH:6]=[CH:7][C:8]=1[N+:9]([O-:11])=[O:10])[CH3:2].[CH2:24]=[O:25]. Product: [OH:25][CH2:24][CH:1]([C:3]1[CH:4]=[C:5]([C:12]2([C:18]3[CH:23]=[CH:22][CH:21]=[CH:20][CH:19]=3)[O:17][CH2:16][CH2:15][CH2:14][O:13]2)[CH:6]=[CH:7][C:8]=1[N+:9]([O-:11])=[O:10])[CH3:2]. The catalyst class is: 549.